This data is from Peptide-MHC class I binding affinity with 185,985 pairs from IEDB/IMGT. The task is: Regression. Given a peptide amino acid sequence and an MHC pseudo amino acid sequence, predict their binding affinity value. This is MHC class I binding data. (1) The peptide sequence is LENFRAYVDG. The MHC is HLA-B45:01 with pseudo-sequence HLA-B45:01. The binding affinity (normalized) is 0.107. (2) The binding affinity (normalized) is 0.113. The peptide sequence is PEWANFKFRD. The MHC is H-2-Kb with pseudo-sequence H-2-Kb. (3) The peptide sequence is AHYEEDVNL. The MHC is HLA-B39:01 with pseudo-sequence HLA-B39:01. The binding affinity (normalized) is 0.312. (4) The peptide sequence is LFLNTLSFV. The MHC is HLA-A02:01 with pseudo-sequence HLA-A02:01. The binding affinity (normalized) is 0.380. (5) The peptide sequence is VSVKMFDAY. The MHC is HLA-A30:02 with pseudo-sequence HLA-A30:02. The binding affinity (normalized) is 0.403. (6) The peptide sequence is VKSLKLLN. The MHC is H-2-Kb with pseudo-sequence H-2-Kb. The binding affinity (normalized) is 0.